This data is from Forward reaction prediction with 1.9M reactions from USPTO patents (1976-2016). The task is: Predict the product of the given reaction. (1) Given the reactants Cl.[C:2]1([CH:8]2[CH2:13][CH2:12][NH:11][CH2:10][CH2:9]2)[CH:7]=[CH:6][CH:5]=[CH:4][CH:3]=1.[OH-:14].[Na+].C(O[CH2:20][CH3:21])(=O)C, predict the reaction product. The product is: [C:2]1([CH:8]2[CH2:9][CH2:10][N:11]([C:12]([N:11]3[C:20]4[C:21](=[CH:7][CH:2]=[CH:3][CH:4]=4)[CH2:8][CH2:9][CH2:10]3)=[O:14])[CH2:12][CH2:13]2)[CH:7]=[CH:6][CH:5]=[CH:4][CH:3]=1. (2) Given the reactants [F:1][C@H:2]1[C@@H:7]([O:8][C:9]2[CH:16]=[CH:15][C:14]([C:17]3[N:22]=[C:21]([NH:23][C:24]4[CH:29]=[CH:28][C:27](C5CCN(C6COC6)CC5)=[CH:26][CH:25]=4)[N:20]=[CH:19][N:18]=3)=[CH:13][C:10]=2[C:11]#[N:12])[CH2:6][CH2:5][NH:4][CH2:3]1.[CH:40](N(CC)C(C)C)(C)C.F[P-](F)(F)(F)(F)F.CN([C:59](N(C)C)=[N+:60]1[C:68]2[C:63](=[N:64][CH:65]=[CH:66]C=2)[N+]([O-])=N1)C.[N:73]1[CH:78]=[CH:77][N:76]=[CH:75][C:74]=1[C:79]([OH:81])=O.CN(C)[CH:84]=[O:85], predict the reaction product. The product is: [F:1][C@H:2]1[C@@H:7]([O:8][C:9]2[CH:16]=[CH:15][C:14]([C:17]3[N:22]=[C:21]([NH:23][C:24]4[CH:29]=[CH:28][C:27]([N:64]5[CH2:63][CH2:68][N:60]([CH:59]6[CH2:84][O:85][CH2:40]6)[CH2:66][CH2:65]5)=[CH:26][CH:25]=4)[N:20]=[CH:19][N:18]=3)=[CH:13][C:10]=2[C:11]#[N:12])[CH2:6][CH2:5][N:4]([C:79]([C:74]2[CH:75]=[N:76][CH:77]=[CH:78][N:73]=2)=[O:81])[CH2:3]1. (3) Given the reactants [CH3:1][C:2]1[N:3]=[C:4]([NH2:7])[S:5][CH:6]=1.Cl[C:9]1[CH:14]=[C:13]([O:15][CH:16]2[C:25]3[C:20](=[CH:21][CH:22]=[CH:23][CH:24]=3)[CH2:19][CH2:18][CH2:17]2)[CH:12]=[CH:11][N:10]=1.P([O-])([O-])([O-])=O.[K+].[K+].[K+], predict the reaction product. The product is: [CH3:1][C:2]1[N:3]=[C:4]([NH:7][C:9]2[CH:14]=[C:13]([O:15][CH:16]3[C:25]4[C:20](=[CH:21][CH:22]=[CH:23][CH:24]=4)[CH2:19][CH2:18][CH2:17]3)[CH:12]=[CH:11][N:10]=2)[S:5][CH:6]=1. (4) Given the reactants [Cl:1][C:2]1[CH:11]=[C:10]2[C:5]([CH2:6][CH2:7][CH2:8][C:9]2=O)=[C:4]([OH:13])[C:3]=1[F:14].C(=O)([O-])[O-].[K+].[K+].Br[CH2:22][C:23]([O:25][C:26]([CH3:29])([CH3:28])[CH3:27])=[O:24], predict the reaction product. The product is: [C:26]([O:25][C:23](=[O:24])[CH2:22][O:13][C:4]1[C:5]2[CH2:6][CH2:7][CH2:8][CH2:9][C:10]=2[CH:11]=[C:2]([Cl:1])[C:3]=1[F:14])([CH3:29])([CH3:28])[CH3:27]. (5) Given the reactants [H-].[Na+].N1C2C=[CH:9][CH:8]=[C:7]([C:12]([OH:14])=[O:13])[C:6]=2[CH:5]=[CH:4]1.Br[CH2:16][C:17]([O:19][C:20]([CH3:23])([CH3:22])[CH3:21])=[O:18].C[N:25]([CH:27]=O)[CH3:26], predict the reaction product. The product is: [C:20]([O:19][C:17](=[O:18])[CH2:16][N:25]1[C:26]2[C:5](=[CH:6][C:7]([C:12]([OH:14])=[O:13])=[CH:8][CH:9]=2)[CH:4]=[CH:27]1)([CH3:23])([CH3:22])[CH3:21]. (6) Given the reactants [CH:1]1([C@H:5]([NH:7][C:8]2[N:16]=[C:15]([C:17]#[N:18])[N:14]=[C:13]3[C:9]=2[N:10]([CH2:22][C@H:23]2[CH2:28][CH2:27][C@H:26]([CH3:29])[CH2:25][CH2:24]2)[C:11]([CH:19]([OH:21])[CH3:20])=[N:12]3)[CH3:6])[CH2:4][CH2:3][CH2:2]1.CC(OI1(OC(C)=O)(OC(C)=O)OC(=O)C2C=CC=CC1=2)=O, predict the reaction product. The product is: [C:19]([C:11]1[N:10]([CH2:22][C@H:23]2[CH2:28][CH2:27][C@H:26]([CH3:29])[CH2:25][CH2:24]2)[C:9]2[C:13](=[N:14][C:15]([C:17]#[N:18])=[N:16][C:8]=2[NH:7][C@@H:5]([CH:1]2[CH2:4][CH2:3][CH2:2]2)[CH3:6])[N:12]=1)(=[O:21])[CH3:20].